Dataset: Catalyst prediction with 721,799 reactions and 888 catalyst types from USPTO. Task: Predict which catalyst facilitates the given reaction. (1) Reactant: [CH:1]1([NH:4][C:5]([NH:7][C:8]2[CH:13]=[CH:12][C:11]([C:14]3[N:19]=[C:18]([C:20]([OH:22])=O)[CH:17]=[C:16]([N:23]4[CH2:28][CH2:27][O:26][CH2:25][C@@H:24]4[CH3:29])[N:15]=3)=[CH:10][CH:9]=2)=[O:6])[CH2:3][CH2:2]1.[CH3:30][C@H:31]1[CH2:36][O:35][CH2:34][CH2:33][NH:32]1.CCN(C(C)C)C(C)C.CN(C(ON1N=NC2C=CC=NC1=2)=[N+](C)C)C.F[P-](F)(F)(F)(F)F. Product: [CH:1]1([NH:4][C:5](=[O:6])[NH:7][C:8]2[CH:13]=[CH:12][C:11]([C:14]3[N:19]=[C:18]([C:20]([N:32]4[CH2:33][CH2:34][O:35][CH2:36][C@@H:31]4[CH3:30])=[O:22])[CH:17]=[C:16]([N:23]4[CH2:28][CH2:27][O:26][CH2:25][C@@H:24]4[CH3:29])[N:15]=3)=[CH:10][CH:9]=2)[CH2:2][CH2:3]1. The catalyst class is: 3. (2) Reactant: C[Al](C)C.[N:5]1[CH:10]=[CH:9][CH:8]=[CH:7][C:6]=1[NH2:11].[Si:12]([O:29][CH2:30][CH2:31][O:32][CH2:33][C@H:34]([OH:39])[C:35](OC)=[O:36])([C:25]([CH3:28])([CH3:27])[CH3:26])([C:19]1[CH:24]=[CH:23][CH:22]=[CH:21][CH:20]=1)[C:13]1[CH:18]=[CH:17][CH:16]=[CH:15][CH:14]=1. Product: [Si:12]([O:29][CH2:30][CH2:31][O:32][CH2:33][C@H:34]([OH:39])[C:35]([NH:11][C:6]1[CH:7]=[CH:8][CH:9]=[CH:10][N:5]=1)=[O:36])([C:25]([CH3:28])([CH3:26])[CH3:27])([C:19]1[CH:24]=[CH:23][CH:22]=[CH:21][CH:20]=1)[C:13]1[CH:14]=[CH:15][CH:16]=[CH:17][CH:18]=1. The catalyst class is: 11. (3) Reactant: Cl[C:2]1[N:3]=[C:4]([OH:19])[C:5]2[N:11]=[C:10]([C:12]3[CH:17]=[CH:16][C:15]([F:18])=[CH:14][CH:13]=3)[CH:9]=[CH:8][C:6]=2[N:7]=1.[NH2:20][C@@H:21]([C:23]1[CH:28]=[CH:27][C:26]([S:29]([NH:32][C:33]([CH3:36])([CH3:35])[CH3:34])(=[O:31])=[O:30])=[CH:25][CH:24]=1)[CH3:22].CCN(C(C)C)C(C)C.O.C(#N)C. Product: [C:33]([NH:32][S:29]([C:26]1[CH:25]=[CH:24][C:23]([C@H:21]([NH:20][C:2]2[N:3]=[C:4]([OH:19])[C:5]3[N:11]=[C:10]([C:12]4[CH:17]=[CH:16][C:15]([F:18])=[CH:14][CH:13]=4)[CH:9]=[CH:8][C:6]=3[N:7]=2)[CH3:22])=[CH:28][CH:27]=1)(=[O:31])=[O:30])([CH3:36])([CH3:34])[CH3:35]. The catalyst class is: 37. (4) Reactant: [Br:1][C:2]1[CH:31]=[CH:30][C:29]([F:32])=[CH:28][C:3]=1[O:4][CH:5]1[CH2:10][CH2:9][N:8]([C:11]2[N:15]=[C:14]([C:16]3[CH:20]=[CH:19][N:18]([CH2:21][CH2:22][C:23]([O:25]CC)=[O:24])[N:17]=3)[O:13][N:12]=2)[CH2:7][CH2:6]1.C(O)(=O)C.Cl. Product: [Br:1][C:2]1[CH:31]=[CH:30][C:29]([F:32])=[CH:28][C:3]=1[O:4][CH:5]1[CH2:10][CH2:9][N:8]([C:11]2[N:15]=[C:14]([C:16]3[CH:20]=[CH:19][N:18]([CH2:21][CH2:22][C:23]([OH:25])=[O:24])[N:17]=3)[O:13][N:12]=2)[CH2:7][CH2:6]1. The catalyst class is: 12.